Dataset: Forward reaction prediction with 1.9M reactions from USPTO patents (1976-2016). Task: Predict the product of the given reaction. (1) The product is: [F:19][C:16]([F:17])([F:18])[C:13]1([CH2:12][CH2:25][C:24]#[N:21])[CH2:14][CH2:15]1. Given the reactants CC1C=CC(S(O[CH2:12][C:13]2([C:16]([F:19])([F:18])[F:17])[CH2:15][CH2:14]2)(=O)=O)=CC=1.C[N:21]([CH3:24])C=O.[CH2:25]1OCCOCCOCCOCCOCCOC1.[C-]#N.[K+], predict the reaction product. (2) Given the reactants Br[C:2]1[CH:7]=[C:6]([CH3:8])[CH:5]=[C:4]([CH3:9])[C:3]=1[OH:10].[N:11]1[CH:16]=[CH:15][CH:14]=[C:13](B(O)O)[CH:12]=1.C(=O)([O-])[O-].[Na+].[Na+].O, predict the reaction product. The product is: [CH3:9][C:4]1[CH:5]=[C:6]([CH3:8])[CH:7]=[C:2]([C:13]2[CH:12]=[N:11][CH:16]=[CH:15][CH:14]=2)[C:3]=1[OH:10]. (3) Given the reactants [Cl:1][C:2]1[CH:7]=[CH:6][CH:5]=[C:4]([Cl:8])[N:3]=1.S(=O)(=O)(O)O.[N+:14]([O-])([OH:16])=[O:15], predict the reaction product. The product is: [Cl:1][C:2]1[C:7]([N+:14]([O-:16])=[O:15])=[CH:6][CH:5]=[C:4]([Cl:8])[N:3]=1. (4) The product is: [CH2:1]([O:8][C:9]1[CH:16]=[CH:15][C:12]([CH2:13][OH:14])=[CH:11][C:10]=1[Br:17])[C:2]1[CH:7]=[CH:6][CH:5]=[CH:4][CH:3]=1. Given the reactants [CH2:1]([O:8][C:9]1[CH:16]=[CH:15][C:12]([CH:13]=[O:14])=[CH:11][C:10]=1[Br:17])[C:2]1[CH:7]=[CH:6][CH:5]=[CH:4][CH:3]=1.[BH4-].[Na+].[Cl-].[NH4+], predict the reaction product.